From a dataset of Catalyst prediction with 721,799 reactions and 888 catalyst types from USPTO. Predict which catalyst facilitates the given reaction. (1) Reactant: CC1C=CC(S(O[CH2:12][CH2:13][C:14]#[CH:15])(=O)=O)=CC=1.[NH:16]1[CH2:21][CH2:20][NH:19][CH2:18][CH2:17]1. The catalyst class is: 14. Product: [CH2:12]([N:16]1[CH2:21][CH2:20][NH:19][CH2:18][CH2:17]1)[CH2:13][C:14]#[CH:15]. (2) Reactant: [Br:1][C:2]1[CH:7]=[CH:6][C:5]([CH:8]([OH:10])[CH3:9])=[CH:4][CH:3]=1.N1C=CN=C1.[CH3:16][C:17]([Si:20](Cl)([CH3:22])[CH3:21])([CH3:19])[CH3:18]. Product: [Br:1][C:2]1[CH:7]=[CH:6][C:5]([CH:8]([O:10][Si:20]([C:17]([CH3:19])([CH3:18])[CH3:16])([CH3:22])[CH3:21])[CH3:9])=[CH:4][CH:3]=1. The catalyst class is: 18. (3) Reactant: [CH:1]1[CH:6]=[C:5]([Cl:7])[C:4]([Cl:8])=[C:3]([C:9]2[N:14]=[N:13][C:12]([NH2:15])=[N:11][C:10]=2[NH2:16])[CH:2]=1.[Na+].[C:18]([O-:26])(=[O:25])[CH:19]([CH2:21][C:22]([O-:24])=[O:23])[OH:20].[Na+]. Product: [CH:1]1[CH:6]=[C:5]([Cl:7])[C:4]([Cl:8])=[C:3]([C:9]2[N:14]=[N:13][C:12]([NH2:15])=[N:11][C:10]=2[NH2:16])[CH:2]=1.[C:18]([O-:26])(=[O:25])[CH:19]([CH2:21][C:22]([O-:24])=[O:23])[OH:20]. The catalyst class is: 5. (4) Reactant: [NH2:1][C:2]1[CH:7]=[CH:6][C:5]([N:8]([CH2:32][CH2:33][CH:34]([CH3:36])[CH3:35])[CH:9]2[CH2:14][CH2:13][N:12]([C:15]([C@@H:17]([NH:22][C:23]([N:25]3[CH2:31][CH2:30][CH2:29][CH2:28][CH2:27][CH2:26]3)=[O:24])[CH2:18][CH:19]([CH3:21])[CH3:20])=[O:16])[CH2:11][CH2:10]2)=[CH:4][CH:3]=1.[CH:37](=O)[CH2:38][CH:39]([CH3:41])[CH3:40].[BH-](OC(C)=O)(OC(C)=O)O[C:45](C)=O.[Na+]. Product: [CH3:40][C:39]([CH3:41])([CH3:45])[CH2:38][CH2:37][NH:1][C:2]1[CH:7]=[CH:6][C:5]([N:8]([CH2:32][CH2:33][CH:34]([CH3:36])[CH3:35])[CH:9]2[CH2:14][CH2:13][N:12]([C:15]([C@@H:17]([NH:22][C:23]([N:25]3[CH2:31][CH2:30][CH2:29][CH2:28][CH2:27][CH2:26]3)=[O:24])[CH2:18][CH:19]([CH3:21])[CH3:20])=[O:16])[CH2:11][CH2:10]2)=[CH:4][CH:3]=1. The catalyst class is: 91. (5) Product: [N+:1]([C:4]1[CH:5]=[C:6]2[C:10](=[CH:11][CH:12]=1)[NH:9][C:8](=[O:17])[C:7]12[O:22][CH2:21][CH2:20][CH2:19][O:18]1)([O-:3])=[O:2]. Reactant: [N+:1]([C:4]1[CH:5]=[C:6]2[C:10](=[CH:11][CH:12]=1)[N:9](CCC#N)[C:8](=[O:17])[C:7]12[O:22][CH2:21][CH2:20][CH2:19][O:18]1)([O-:3])=[O:2].N.C1COCC1. The catalyst class is: 592. (6) Reactant: Cl.[NH2:2][C@@H:3]1[CH2:12][CH2:11][CH2:10][C:9]2[CH:8]=[C:7]([C:13]([O:15][CH2:16][CH3:17])=[O:14])[CH:6]=[CH:5][C:4]1=2.[CH3:18][N:19]1[CH:23]=[CH:22][CH:21]=[C:20]1[C:24](O)=[O:25].F[P-](F)(F)(F)(F)F.C[N+](C)=C(N(C)C)ON1C2N=CC=CC=2N=N1. Product: [CH3:18][N:19]1[CH:23]=[CH:22][CH:21]=[C:20]1[C:24]([NH:2][C@@H:3]1[CH2:12][CH2:11][CH2:10][C:9]2[CH:8]=[C:7]([C:13]([O:15][CH2:16][CH3:17])=[O:14])[CH:6]=[CH:5][C:4]1=2)=[O:25]. The catalyst class is: 2. (7) Reactant: [NH2:1][C:2]1[C:11]([N+:12]([O-])=O)=[CH:10][CH:9]=[CH:8][C:3]=1[C:4]([O:6][CH3:7])=[O:5]. Product: [NH2:1][C:2]1[C:11]([NH2:12])=[CH:10][CH:9]=[CH:8][C:3]=1[C:4]([O:6][CH3:7])=[O:5]. The catalyst class is: 312.